This data is from Forward reaction prediction with 1.9M reactions from USPTO patents (1976-2016). The task is: Predict the product of the given reaction. (1) Given the reactants [CH2:1]([NH2:5])[CH:2]([NH2:4])[CH3:3].[CH:6](=O)[C:7]1[CH:12]=[CH:11][CH:10]=[CH:9][CH:8]=1.[BH4-].[Na+], predict the reaction product. The product is: [CH2:6]([NH:5][CH2:1][CH:2]([NH:4][CH2:6][C:7]1[CH:12]=[CH:11][CH:10]=[CH:9][CH:8]=1)[CH3:3])[C:7]1[CH:12]=[CH:11][CH:10]=[CH:9][CH:8]=1. (2) Given the reactants [F:1][C:2]1[CH:10]=[C:9]([F:11])[C:8]([F:12])=[CH:7][C:3]=1[C:4]([OH:6])=[O:5].C(OC(O[C:16]([CH3:19])([CH3:18])[CH3:17])=O)(O[C:16]([CH3:19])([CH3:18])[CH3:17])=O.CCOC(C)=O, predict the reaction product. The product is: [F:1][C:2]1[CH:10]=[C:9]([F:11])[C:8]([F:12])=[CH:7][C:3]=1[C:4]([O:6][C:16]([CH3:19])([CH3:18])[CH3:17])=[O:5]. (3) Given the reactants [NH2:1][C:2]1[S:3][C:4]2[CH:10]=[C:9]([O:11][S:12]([C:15]3[CH:20]=[CH:19][C:18]([F:21])=[CH:17][CH:16]=3)(=[O:14])=[O:13])[CH:8]=[CH:7][C:5]=2[N:6]=1.[CH:22]1([C:27](O)=[O:28])[CH2:26][CH2:25][CH2:24][CH2:23]1.CN(C(ON1N=NC2C=CC=CC1=2)=[N+](C)C)C.F[P-](F)(F)(F)(F)F.C(NC(C)C)(C)C, predict the reaction product. The product is: [CH:22]1([C:27]([NH:1][C:2]2[S:3][C:4]3[CH:10]=[C:9]([O:11][S:12]([C:15]4[CH:20]=[CH:19][C:18]([F:21])=[CH:17][CH:16]=4)(=[O:13])=[O:14])[CH:8]=[CH:7][C:5]=3[N:6]=2)=[O:28])[CH2:26][CH2:25][CH2:24][CH2:23]1. (4) Given the reactants C([O:4][C:5]([C:7]1[C:16]([O:17][CH2:18][C:19]2[CH:24]=[CH:23][CH:22]=[CH:21][CH:20]=2)=[CH:15][C:14]2[C:9](=[CH:10][C:11]([O:25][CH2:26][CH2:27][CH3:28])=[CH:12][CH:13]=2)[CH:8]=1)=[O:6])CC.[OH-].[Na+], predict the reaction product. The product is: [CH2:18]([O:17][C:16]1[C:7]([C:5]([OH:6])=[O:4])=[CH:8][C:9]2[C:14]([CH:15]=1)=[CH:13][CH:12]=[C:11]([O:25][CH2:26][CH2:27][CH3:28])[CH:10]=2)[C:19]1[CH:20]=[CH:21][CH:22]=[CH:23][CH:24]=1. (5) Given the reactants C(O[C:4]([C:6]1[C:11](=[O:12])[N:10]([CH2:13][C:14]2[CH:19]=[CH:18][C:17]([C:20]([F:23])([F:22])[F:21])=[CH:16][CH:15]=2)[N:9]2[CH:24]=[CH:25][CH:26]=[C:8]2[C:7]=1[OH:27])=[O:5])C.[NH2:28][CH2:29][C:30]([O-:32])=[O:31].[Na+], predict the reaction product. The product is: [F:23][C:20]([F:22])([F:21])[C:17]1[CH:18]=[CH:19][C:14]([CH2:13][N:10]2[C:11](=[O:12])[C:6]([C:4]([NH:28][CH2:29][C:30]([OH:32])=[O:31])=[O:5])=[C:7]([OH:27])[C:8]3=[CH:26][CH:25]=[CH:24][N:9]23)=[CH:15][CH:16]=1. (6) Given the reactants [NH2:1][C:2]1[CH:11]=[C:10]2[C:5]([CH:6]=[CH:7][C:8](=[O:32])[N:9]2[CH2:12][CH2:13][N:14]2[CH2:19][CH2:18][CH:17]([NH:20][CH2:21][C:22]3[N:27]=[CH:26][C:25]4[O:28][CH2:29][CH2:30][O:31][C:24]=4[CH:23]=3)[CH2:16][CH2:15]2)=[N:4][CH:3]=1.[ClH:33].C(O)C, predict the reaction product. The product is: [ClH:33].[NH2:1][C:2]1[CH:11]=[C:10]2[C:5]([CH:6]=[CH:7][C:8](=[O:32])[N:9]2[CH2:12][CH2:13][N:14]2[CH2:15][CH2:16][CH:17]([NH:20][CH2:21][C:22]3[N:27]=[CH:26][C:25]4[O:28][CH2:29][CH2:30][O:31][C:24]=4[CH:23]=3)[CH2:18][CH2:19]2)=[N:4][CH:3]=1. (7) Given the reactants [F:1][C:2]1[CH:7]=[CH:6][C:5]([F:8])=[CH:4][C:3]=1[C@H:9]1[CH2:13][CH2:12][CH2:11][N:10]1[C:14]1[CH:19]=[CH:18][N:17]2[N:20]=[CH:21][C:22](/[CH:23]=[CH:24]/[C:25](O)=[O:26])=[C:16]2[N:15]=1.CN(C(ON1N=NC2C=CC=NC1=2)=[N+](C)C)C.F[P-](F)(F)(F)(F)F.CCN(C(C)C)C(C)C.[CH3:61][C:62]1([OH:68])[CH2:67][CH2:66][NH:65][CH2:64][CH2:63]1, predict the reaction product. The product is: [F:1][C:2]1[CH:7]=[CH:6][C:5]([F:8])=[CH:4][C:3]=1[C@H:9]1[CH2:13][CH2:12][CH2:11][N:10]1[C:14]1[CH:19]=[CH:18][N:17]2[N:20]=[CH:21][C:22](/[CH:23]=[CH:24]/[C:25]([N:65]3[CH2:66][CH2:67][C:62]([OH:68])([CH3:61])[CH2:63][CH2:64]3)=[O:26])=[C:16]2[N:15]=1. (8) Given the reactants CO[C:3]([C:5]1[C:6]([OH:29])=[C:7]2[C:12](=[CH:13][N:14]=1)[N:11]([CH2:15][C:16]1[CH:21]=[CH:20][CH:19]=[CH:18][CH:17]=1)[C:10](=[O:22])[CH:9]([C:23]1[CH:28]=[CH:27][CH:26]=[CH:25][CH:24]=1)[CH2:8]2)=[O:4].[NH2:30][CH2:31][CH2:32][C:33]([OH:35])=[O:34].C[O-].[Na+], predict the reaction product. The product is: [CH2:15]([N:11]1[C:12]2[C:7](=[C:6]([OH:29])[C:5]([C:3]([NH:30][CH2:31][CH2:32][C:33]([OH:35])=[O:34])=[O:4])=[N:14][CH:13]=2)[CH2:8][CH:9]([C:23]2[CH:28]=[CH:27][CH:26]=[CH:25][CH:24]=2)[C:10]1=[O:22])[C:16]1[CH:21]=[CH:20][CH:19]=[CH:18][CH:17]=1. (9) The product is: [CH3:12][N:13]([CH3:17])[CH2:14][C:15]#[C:16][C:18]([OH:20])=[O:19]. Given the reactants [Li]CCCC.CCCCCC.[CH3:12][N:13]([CH3:17])[CH2:14][C:15]#[CH:16].[C:18](=[O:20])=[O:19], predict the reaction product.